This data is from Forward reaction prediction with 1.9M reactions from USPTO patents (1976-2016). The task is: Predict the product of the given reaction. (1) Given the reactants C(OC([N:8]1[CH2:13][CH2:12][N:11]([C:14]2[CH:19]=[C:18]([N:20]([S:22]([C:25]3[C:33]4[O:32][C:31]([F:35])([F:34])[O:30][C:29]=4[CH:28]=[CH:27][CH:26]=3)(=[O:24])=[O:23])C)[CH:17]=[CH:16][C:15]=2[O:36][CH3:37])[CH2:10][CH2:9]1)=O)(C)(C)C.[ClH:38], predict the reaction product. The product is: [ClH:38].[CH3:37][O:36][C:15]1[CH:16]=[CH:17][C:18]([NH:20][S:22]([C:25]2[C:33]3[O:32][C:31]([F:35])([F:34])[O:30][C:29]=3[CH:28]=[CH:27][CH:26]=2)(=[O:24])=[O:23])=[CH:19][C:14]=1[N:11]1[CH2:12][CH2:13][NH:8][CH2:9][CH2:10]1. (2) Given the reactants [CH3:1][O:2][C:3](=[O:11])[C:4]1[CH:9]=[CH:8][C:7](Cl)=[N:6][CH:5]=1.[CH2:12]1[C:17]2[NH:18][C:19]3[C:24]([C:16]=2[CH2:15][CH2:14][NH:13]1)=[CH:23][CH:22]=[CH:21][CH:20]=3.C(=O)([O-])[O-].[K+].[K+], predict the reaction product. The product is: [CH2:12]1[C:17]2[NH:18][C:19]3[C:24](=[CH:23][CH:22]=[CH:21][CH:20]=3)[C:16]=2[CH2:15][CH2:14][N:13]1[C:7]1[CH:8]=[CH:9][C:4]([C:3]([O:2][CH3:1])=[O:11])=[CH:5][N:6]=1. (3) The product is: [CH3:13][C:14]([O:19][Si:20]([CH3:22])([CH3:23])[CH3:21])([CH2:17][CH3:18])[C:15]#[C:16][Si:4]([CH3:3])([CH3:24])[CH2:5][CH2:6][SiH2:7][CH:8]=[C:9]([CH3:10])[CH3:11]. Given the reactants CC(C)=[CH:3][SiH2:4][CH2:5][CH2:6][SiH2:7][CH:8]=[C:9]([CH3:11])[CH3:10].[CH3:13][C:14]([O:19][Si:20]([CH3:23])([CH3:22])[CH3:21])([CH2:17][CH3:18])[C:15]#[CH:16].[C:24]1(C)C=CC=CC=1, predict the reaction product. (4) Given the reactants CN(C)[C:3]1[C:7]2=[N:8][CH:9]=[CH:10][CH:11]=[C:6]2[NH:5][CH:4]=1.C1N2CN3CN(C2)CN1C3.[C:23](O)(=[O:26])CC, predict the reaction product. The product is: [CH:23]([C:3]1[C:7]2=[N:8][CH:9]=[CH:10][CH:11]=[C:6]2[NH:5][CH:4]=1)=[O:26]. (5) Given the reactants [F:1][C:2]1[CH:24]=[CH:23][C:5]([CH2:6][N:7]([CH2:18][C:19]([O:21]C)=[O:20])[S:8]([C:11]2[CH:16]=[CH:15][C:14]([CH3:17])=[CH:13][CH:12]=2)(=[O:10])=[O:9])=[CH:4][C:3]=1[O:25][CH3:26].[Li+].[OH-], predict the reaction product. The product is: [F:1][C:2]1[CH:24]=[CH:23][C:5]([CH2:6][N:7]([CH2:18][C:19]([OH:21])=[O:20])[S:8]([C:11]2[CH:12]=[CH:13][C:14]([CH3:17])=[CH:15][CH:16]=2)(=[O:10])=[O:9])=[CH:4][C:3]=1[O:25][CH3:26]. (6) The product is: [CH:17]1[C:26]2[CH2:25][CH2:24][CH2:23][CH2:22][C:21]=2[CH:20]=[CH:19][C:18]=1[CH2:27][NH:28][C:13](=[O:14])[CH2:12][CH2:11][C:5]1[CH:6]=[CH:7][C:8]([O:9][CH3:10])=[C:3]([O:2][CH3:1])[CH:4]=1. Given the reactants [CH3:1][O:2][C:3]1[CH:4]=[C:5]([CH2:11][CH2:12][C:13](Cl)=[O:14])[CH:6]=[CH:7][C:8]=1[O:9][CH3:10].Cl.[CH:17]1[C:26]2[CH2:25][CH2:24][CH2:23][CH2:22][C:21]=2[CH:20]=[CH:19][C:18]=1[CH2:27][NH2:28].C(N(CC)CC)C.O1CCCC1, predict the reaction product.